From a dataset of Full USPTO retrosynthesis dataset with 1.9M reactions from patents (1976-2016). Predict the reactants needed to synthesize the given product. (1) Given the product [CH3:5][O:4][CH:3]([O:6][CH3:7])[CH:2]([NH:10][NH2:11])[CH3:8], predict the reactants needed to synthesize it. The reactants are: Br[CH:2]([CH3:8])[CH:3]([O:6][CH3:7])[O:4][CH3:5].O.[NH2:10][NH2:11]. (2) Given the product [CH2:1]([N:8]1[CH2:12][C@H:11]([OH:13])[C@H:10]([NH:21][C:22](=[O:28])[O:23][C:24]([CH3:26])([CH3:25])[CH3:27])[CH2:9]1)[C:2]1[CH:3]=[CH:4][CH:5]=[CH:6][CH:7]=1, predict the reactants needed to synthesize it. The reactants are: [CH2:1]([N:8]1[CH2:12][C@H:11]([O:13][Si](C(C)(C)C)(C)C)[C@H:10]([NH:21][C:22](=[O:28])[O:23][C:24]([CH3:27])([CH3:26])[CH3:25])[CH2:9]1)[C:2]1[CH:7]=[CH:6][CH:5]=[CH:4][CH:3]=1.CCCC[N+](CCCC)(CCCC)CCCC.[F-]. (3) Given the product [CH3:29][O:28][C:25]1[CH:26]=[CH:27][C:22]([N:8]2[C:6]3=[N:7][C:2]([NH:30][C:31]4[CH:36]=[CH:35][CH:34]=[CH:33][CH:32]=4)=[N:3][CH:4]=[C:5]3[CH:11]([CH3:12])[N:10]([C:13]3[CH:18]=[CH:17][C:16]([O:19][CH3:20])=[CH:15][CH:14]=3)[C:9]2=[O:21])=[CH:23][CH:24]=1, predict the reactants needed to synthesize it. The reactants are: Cl[C:2]1[N:7]=[C:6]2[N:8]([C:22]3[CH:27]=[CH:26][C:25]([O:28][CH3:29])=[CH:24][CH:23]=3)[C:9](=[O:21])[N:10]([C:13]3[CH:18]=[CH:17][C:16]([O:19][CH3:20])=[CH:15][CH:14]=3)[CH:11]([CH3:12])[C:5]2=[CH:4][N:3]=1.[NH2:30][C:31]1[CH:36]=[CH:35][CH:34]=[CH:33][CH:32]=1. (4) Given the product [C:1]([N:4]([C:34]1[CH:39]=[CH:38][C:37]([Cl:40])=[CH:36][C:35]=1[CH3:41])[C@H:5]1[C:14]2[C:9](=[CH:10][CH:11]=[CH:12][CH:13]=2)[N:8]([C:15]([C:17]2[CH:32]=[CH:31][C:20]([O:21][CH2:22][CH2:23][C:24]([CH3:29])([CH3:30])[C:25]([OH:27])=[O:26])=[CH:19][CH:18]=2)=[O:16])[C@@H:7]([CH3:33])[CH2:6]1)(=[O:3])[CH3:2], predict the reactants needed to synthesize it. The reactants are: [C:1]([N:4]([C:34]1[CH:39]=[CH:38][C:37]([Cl:40])=[CH:36][C:35]=1[CH3:41])[C@H:5]1[C:14]2[C:9](=[CH:10][CH:11]=[CH:12][CH:13]=2)[N:8]([C:15]([C:17]2[CH:32]=[CH:31][C:20]([O:21][CH2:22][CH2:23][C:24]([CH3:30])([CH3:29])[C:25]([O:27]C)=[O:26])=[CH:19][CH:18]=2)=[O:16])[C@@H:7]([CH3:33])[CH2:6]1)(=[O:3])[CH3:2].[OH-].[Na+]. (5) Given the product [Cl:15][S:16]([C:10]1[CH:11]=[CH:12][C:4]([O:3][C:2]([F:13])([F:14])[F:1])=[C:5]([CH:9]=1)[C:6]([OH:8])=[O:7])(=[O:18])=[O:17], predict the reactants needed to synthesize it. The reactants are: [F:1][C:2]([F:14])([F:13])[O:3][C:4]1[CH:12]=[CH:11][CH:10]=[CH:9][C:5]=1[C:6]([OH:8])=[O:7].[Cl:15][S:16](O)(=[O:18])=[O:17]. (6) Given the product [ClH:31].[Br:1][C:2]1[CH:3]=[CH:4][C:5]([C:8]2[CH:9]=[CH:10][C:11]([C:14]3[N:15]=[C:16]([C@@H:19]4[CH2:23][CH2:22][CH2:21][NH:20]4)[NH:17][CH:18]=3)=[CH:12][CH:13]=2)=[CH:6][CH:7]=1, predict the reactants needed to synthesize it. The reactants are: [Br:1][C:2]1[CH:7]=[CH:6][C:5]([C:8]2[CH:13]=[CH:12][C:11]([C:14]3[N:15]=[C:16]([C@@H:19]4[CH2:23][CH2:22][CH2:21][N:20]4C(OC(C)(C)C)=O)[NH:17][CH:18]=3)=[CH:10][CH:9]=2)=[CH:4][CH:3]=1.[ClH:31]. (7) Given the product [CH2:13]([NH:12][CH:7]1[CH2:6][CH2:5][C:4]2[CH:3]=[C:2]([C:34]([N:17]3[CH2:21][CH2:20][CH2:19][CH:18]3[CH2:22][N:23]3[CH2:27][CH2:26][CH2:25][CH2:24]3)=[O:39])[CH:11]=[CH:10][C:9]=2[CH2:8]1)[CH2:14][CH2:15][CH3:16], predict the reactants needed to synthesize it. The reactants are: Br[C:2]1[CH:3]=[C:4]2[C:9](=[CH:10][CH:11]=1)[CH2:8][CH:7]([NH:12][CH2:13][CH2:14][CH2:15][CH3:16])[CH2:6][CH2:5]2.[NH:17]1[CH2:21][CH2:20][CH2:19][C@H:18]1[CH2:22][N:23]1[CH2:27][CH2:26][CH2:25][CH2:24]1.BrC1C=C2C(=CC=1)C[C:34](=[O:39])CC2.C(N)CCC. (8) Given the product [C:36]([N:26]1[CH2:27][CH2:28][CH:23]([C:7]2[C:8]3[S:12][C:11]([NH:13][C:14](=[O:22])[C:15]4[CH:20]=[CH:19][N:18]=[C:17]([CH3:21])[CH:16]=4)=[N:10][C:9]=3[C:4]([O:3][CH3:2])=[CH:5][CH:6]=2)[CH2:24][CH2:25]1)(=[O:38])[CH3:37], predict the reactants needed to synthesize it. The reactants are: Cl.[CH3:2][O:3][C:4]1[C:9]2[N:10]=[C:11]([NH:13][C:14](=[O:22])[C:15]3[CH:20]=[CH:19][N:18]=[C:17]([CH3:21])[CH:16]=3)[S:12][C:8]=2[C:7]([CH:23]2[CH2:28][CH2:27][NH:26][CH2:25][CH2:24]2)=[CH:6][CH:5]=1.C(N(CC)CC)C.[C:36](OC(=O)C)(=[O:38])[CH3:37].C(=O)(O)[O-].[Na+]. (9) Given the product [F:9][C:10]1[CH:11]=[C:12]([CH:13]=[CH:14][C:15]=1[N+:16]([O-:18])=[O:17])[CH2:19][N:2]1[CH2:6][CH2:5][O:24][CH2:4][CH2:3]1, predict the reactants needed to synthesize it. The reactants are: Br[N:2]1[C:6](=O)[CH2:5][CH2:4][C:3]1=O.[F:9][C:10]1[CH:11]=[C:12]([CH3:19])[CH:13]=[CH:14][C:15]=1[N+:16]([O-:18])=[O:17].ClCCCl.[OH2:24].